Dataset: Full USPTO retrosynthesis dataset with 1.9M reactions from patents (1976-2016). Task: Predict the reactants needed to synthesize the given product. (1) The reactants are: Br[CH:2]([C:23]1[CH:28]=[CH:27][CH:26]=[CH:25][CH:24]=1)[C:3]([C:5]1[CH:10]=[CH:9][C:8]([C:11]2([NH:15][C:16](=[O:22])[O:17][C:18]([CH3:21])([CH3:20])[CH3:19])[CH2:14][CH2:13][CH2:12]2)=[CH:7][CH:6]=1)=O.[CH3:29][O:30][C:31]1[N:36]=[N:35][C:34]([NH2:37])=[C:33]([CH3:38])[C:32]=1[CH3:39].C(N(CC)C(C)C)(C)C. Given the product [CH3:29][O:30][C:31]1[C:32]([CH3:39])=[C:33]([CH3:38])[C:34]2[N:35]([C:2]([C:23]3[CH:28]=[CH:27][CH:26]=[CH:25][CH:24]=3)=[C:3]([C:5]3[CH:6]=[CH:7][C:8]([C:11]4([NH:15][C:16](=[O:22])[O:17][C:18]([CH3:21])([CH3:19])[CH3:20])[CH2:12][CH2:13][CH2:14]4)=[CH:9][CH:10]=3)[N:37]=2)[N:36]=1, predict the reactants needed to synthesize it. (2) Given the product [Cl:1][C:2]1[CH:3]=[C:4]2[C:9](=[C:10]([C:24]3[CH:25]=[CH:26][C:21]([F:20])=[CH:22][CH:23]=3)[CH:11]=1)[O:8][CH:7]([C:13]([F:16])([F:15])[F:14])[C:6]([C:17]([OH:19])=[O:18])=[CH:5]2, predict the reactants needed to synthesize it. The reactants are: [Cl:1][C:2]1[CH:3]=[C:4]2[C:9](=[C:10](I)[CH:11]=1)[O:8][CH:7]([C:13]([F:16])([F:15])[F:14])[C:6]([C:17]([O-:19])=[O:18])=[CH:5]2.[F:20][C:21]1[CH:26]=[CH:25][C:24](B(O)O)=[CH:23][CH:22]=1.C([O-])([O-])=O.[K+].[K+].